Predict the product of the given reaction. From a dataset of Forward reaction prediction with 1.9M reactions from USPTO patents (1976-2016). Given the reactants [CH2:1]([O:3][C:4]([C:6]1[C:14]2[C:9](=[CH:10][CH:11]=[C:12]([OH:15])[CH:13]=2)[N:8]([C:16]2[CH:21]=[CH:20][C:19]([O:22][CH3:23])=[CH:18][CH:17]=2)[C:7]=1[CH2:24][C:25]([O:27][CH2:28][CH3:29])=[O:26])=[O:5])[CH3:2].[CH:30]([O:33][C:34]1[CH:39]=[CH:38][C:37](B(O)O)=[CH:36][CH:35]=1)([CH3:32])[CH3:31], predict the reaction product. The product is: [CH2:1]([O:3][C:4]([C:6]1[C:14]2[C:9](=[CH:10][CH:11]=[C:12]([O:15][C:37]3[CH:38]=[CH:39][C:34]([O:33][CH:30]([CH3:32])[CH3:31])=[CH:35][CH:36]=3)[CH:13]=2)[N:8]([C:16]2[CH:21]=[CH:20][C:19]([O:22][CH3:23])=[CH:18][CH:17]=2)[C:7]=1[CH2:24][C:25]([O:27][CH2:28][CH3:29])=[O:26])=[O:5])[CH3:2].